From a dataset of Peptide-MHC class II binding affinity with 134,281 pairs from IEDB. Regression. Given a peptide amino acid sequence and an MHC pseudo amino acid sequence, predict their binding affinity value. This is MHC class II binding data. (1) The peptide sequence is IQRLSVKIVDMVLSD. The MHC is DRB1_0101 with pseudo-sequence DRB1_0101. The binding affinity (normalized) is 0.442. (2) The peptide sequence is GFLQIVDKIDAAFKI. The MHC is DRB1_0802 with pseudo-sequence DRB1_0802. The binding affinity (normalized) is 0.683.